From a dataset of Full USPTO retrosynthesis dataset with 1.9M reactions from patents (1976-2016). Predict the reactants needed to synthesize the given product. (1) Given the product [CH2:14]([O:7][C:6]([CH:1]1[CH2:5][CH:4]=[CH:3][CH2:2]1)=[O:8])[CH3:15], predict the reactants needed to synthesize it. The reactants are: [CH:1]1([C:6]([OH:8])=[O:7])[CH2:5][CH:4]=[CH:3][CH2:2]1.S(Cl)(Cl)=O.O.[CH2:14](O)[CH3:15]. (2) Given the product [NH:1]1[C:9]2[C:4](=[CH:5][C:6]([NH:10][C:11]3[C:20]4[C:15](=[CH:16][CH:17]=[CH:18][CH:19]=4)[N:14]=[C:13]([C:21]4[CH:22]=[C:23]([CH:29]=[CH:30][CH:31]=4)[O:24][CH2:25][C:26]([N:56]4[CH2:53][CH2:54][CH2:55][CH2:50][CH2:51]4)=[O:27])[N:12]=3)=[CH:7][CH:8]=2)[CH:3]=[N:2]1, predict the reactants needed to synthesize it. The reactants are: [NH:1]1[C:9]2[C:4](=[CH:5][C:6]([NH:10][C:11]3[C:20]4[C:15](=[CH:16][CH:17]=[CH:18][CH:19]=4)[N:14]=[C:13]([C:21]4[CH:22]=[C:23]([CH:29]=[CH:30][CH:31]=4)[O:24][CH2:25][C:26](O)=[O:27])[N:12]=3)=[CH:7][CH:8]=2)[CH:3]=[N:2]1.C1CN([P+](ON2N=[N:56][C:51]3C=[CH:53][CH:54]=[CH:55][C:50]2=3)(N2CCCC2)N2CCCC2)CC1.F[P-](F)(F)(F)(F)F.CCN(C(C)C)C(C)C.N1CCCCC1. (3) Given the product [C:24]([O:23][C:21](=[O:22])[CH2:20][O:1][C:2]1[C:3]2[CH2:4][CH2:5][CH2:6][C:7](=[O:12])[C:8]=2[CH:9]=[CH:10][CH:11]=1)([CH3:27])([CH3:26])[CH3:25], predict the reactants needed to synthesize it. The reactants are: [OH:1][C:2]1[CH:11]=[CH:10][CH:9]=[C:8]2[C:3]=1[CH2:4][CH2:5][CH2:6][C:7]2=[O:12].C(=O)([O-])[O-].[Cs+].[Cs+].Br[CH2:20][C:21]([O:23][C:24]([CH3:27])([CH3:26])[CH3:25])=[O:22]. (4) Given the product [CH2:38]([O:41][C:36](=[O:21])[NH:33][C:7]1[C:2]([Cl:1])=[N:3][C:4]([S:12][CH3:13])=[N:5][C:6]=1[Cl:11])[CH:39]=[CH2:40], predict the reactants needed to synthesize it. The reactants are: [Cl:1][C:2]1[C:7](C(O)=O)=[C:6]([Cl:11])[N:5]=[C:4]([S:12][CH3:13])[N:3]=1.C1(P(N=[N+]=[N-])(C2C=CC=CC=2)=[O:21])C=CC=CC=1.C([N:33]([CH2:36]C)CC)C.[CH2:38]([OH:41])[CH:39]=[CH2:40]. (5) The reactants are: [CH3:1][C:2]1[O:6][C:5]([C:7]2[CH:12]=[CH:11][C:10]([N:13]([CH3:20])[C:14]3[CH:19]=[CH:18][CH:17]=[CH:16][CH:15]=3)=[CH:9][CH:8]=2)=[N:4][C:3]=1[CH2:21][CH2:22][OH:23].[C:24]1([CH3:34])[CH:29]=[CH:28][C:27]([S:30](Cl)(=[O:32])=[O:31])=[CH:26][CH:25]=1.C(N(CC)CC)C. Given the product [CH3:1][C:2]1[O:6][C:5]([C:7]2[CH:8]=[CH:9][C:10]([N:13]([CH3:20])[C:14]3[CH:19]=[CH:18][CH:17]=[CH:16][CH:15]=3)=[CH:11][CH:12]=2)=[N:4][C:3]=1[CH2:21][CH2:22][O:23][S:30]([C:27]1[CH:28]=[CH:29][C:24]([CH3:34])=[CH:25][CH:26]=1)(=[O:32])=[O:31], predict the reactants needed to synthesize it. (6) Given the product [Cl:1][C:2]1[CH:3]=[N:4][C:5]2[N:6]([N:8]=[C:9]([C:11]([N:27]3[CH2:26][CH2:25][N:24]4[C:20]([C:18]5[CH:19]=[N:14][CH:15]=[N:16][CH:17]=5)=[N:21][N:22]=[C:23]4[CH2:28]3)=[O:13])[CH:10]=2)[CH:7]=1, predict the reactants needed to synthesize it. The reactants are: [Cl:1][C:2]1[CH:3]=[N:4][C:5]2[N:6]([N:8]=[C:9]([C:11]([OH:13])=O)[CH:10]=2)[CH:7]=1.[N:14]1[CH:19]=[C:18]([C:20]2[N:24]3[CH2:25][CH2:26][NH:27][CH2:28][C:23]3=[N:22][N:21]=2)[CH:17]=[N:16][CH:15]=1. (7) Given the product [C:1]([CH:3]([CH2:18][C:19]([C:21]1[CH:26]=[CH:25][CH:24]=[CH:23][C:22]=1[CH3:27])=[O:20])[C:4]([O:6][CH3:7])=[O:5])#[N:2], predict the reactants needed to synthesize it. The reactants are: [C:1]([CH2:3][C:4]([O:6][CH3:7])=[O:5])#[N:2].C(N(C(C)C)CC)(C)C.Br[CH2:18][C:19]([C:21]1[CH:26]=[CH:25][CH:24]=[CH:23][C:22]=1[CH3:27])=[O:20].